From a dataset of Full USPTO retrosynthesis dataset with 1.9M reactions from patents (1976-2016). Predict the reactants needed to synthesize the given product. (1) The reactants are: [CH:1]([S:4][C:5]1[CH:6]=[C:7]2[C:11](=[CH:12][CH:13]=1)[NH:10][N:9]=[C:8]2[NH:14][C:15]1[S:16][CH:17]=[CH:18][N:19]=1)([CH3:3])[CH3:2].I(O)(=O)(=O)=[O:21].[Na]. Given the product [CH:1]([S:4]([C:5]1[CH:6]=[C:7]2[C:11](=[CH:12][CH:13]=1)[NH:10][N:9]=[C:8]2[NH:14][C:15]1[S:16][CH:17]=[CH:18][N:19]=1)=[O:21])([CH3:3])[CH3:2], predict the reactants needed to synthesize it. (2) Given the product [C:1]([O:5][C:6](=[O:28])[NH:7][C:8]1[CH:13]=[CH:12][C:11]([C:14]2[CH:19]=[CH:18][C:17]([F:20])=[CH:16][C:15]=2[O:21][CH2:22][O:23][CH3:24])=[CH:10][C:9]=1[NH2:25])([CH3:4])([CH3:2])[CH3:3], predict the reactants needed to synthesize it. The reactants are: [C:1]([O:5][C:6](=[O:28])[NH:7][C:8]1[CH:13]=[CH:12][C:11]([C:14]2[CH:19]=[CH:18][C:17]([F:20])=[CH:16][C:15]=2[O:21][CH2:22][O:23][CH3:24])=[CH:10][C:9]=1[N+:25]([O-])=O)([CH3:4])([CH3:3])[CH3:2]. (3) Given the product [CH3:6][CH:5]([CH3:7])[CH2:4][CH2:3][CH2:2][N:12]1[C:8](=[O:18])[C:9]2[C:10](=[CH:14][CH:15]=[CH:16][CH:17]=2)[C:11]1=[O:13], predict the reactants needed to synthesize it. The reactants are: Br[CH2:2][CH2:3][CH2:4][CH:5]([CH3:7])[CH3:6].[C:8]1(=[O:18])[NH:12][C:11](=[O:13])[C:10]2=[CH:14][CH:15]=[CH:16][CH:17]=[C:9]12.[K].C(Cl)(Cl)Cl.O. (4) Given the product [F:39][C:40]([F:59])([F:58])[S:41]([O:1][C:2]1[CH2:11][CH2:10][C:9]2[C:4](=[CH:5][CH:6]=[C:7]([C@H:12]3[CH2:21][CH2:20][C@@:14]4([NH:18][C:17](=[O:19])[O:16][CH2:15]4)[CH2:13]3)[CH:8]=2)[CH:3]=1)(=[O:43])=[O:42], predict the reactants needed to synthesize it. The reactants are: [O:1]=[C:2]1[CH2:11][CH2:10][C:9]2[CH:8]=[C:7]([C@H:12]3[CH2:21][CH2:20][C@@:14]4([NH:18][C:17](=[O:19])[O:16][CH2:15]4)[CH2:13]3)[CH:6]=[CH:5][C:4]=2[CH2:3]1.CN1C(=O)N(C)CCC1.[Li+].CC([N-]C(C)C)C.[F:39][C:40]([F:59])([F:58])[S:41](N(C1C=CC=CC=1)[S:41]([C:40]([F:59])([F:58])[F:39])(=[O:43])=[O:42])(=[O:43])=[O:42].